From a dataset of Reaction yield outcomes from USPTO patents with 853,638 reactions. Predict the reaction yield, written as a fraction of the theoretical maximum amount of product (1.0 means a 100% yield; for example, 0.34 means a 34% yield). (1) The reactants are C(O[C:6]([N:8]1[CH2:13][CH2:12][N:11](C2C(=O)N(CC(C)C)N=C(C3C=CC(C)=C(F)C=3)C=2C)[CH2:10][CH2:9]1)=O)(C)(C)C.[Cl:34][C:35]1[CH:65]=[CH:64][C:38]([CH:39]=[CH:40][CH2:41][N:42]2[C:47](=[O:48])[C:46]([CH2:49]OS(C)(=O)=O)=[CH:45][C:44]([C:55]3[CH:60]=[CH:59][C:58]([O:61][CH3:62])=[C:57]([F:63])[CH:56]=3)=[N:43]2)=[CH:37][CH:36]=1.CN1CCNCC1. No catalyst specified. The product is [Cl:34][C:35]1[CH:36]=[CH:37][C:38]([CH:39]=[CH:40][CH2:41][N:42]2[C:47](=[O:48])[C:46]([CH2:49][N:11]3[CH2:12][CH2:13][N:8]([CH3:6])[CH2:9][CH2:10]3)=[CH:45][C:44]([C:55]3[CH:60]=[CH:59][C:58]([O:61][CH3:62])=[C:57]([F:63])[CH:56]=3)=[N:43]2)=[CH:64][CH:65]=1. The yield is 0.663. (2) The reactants are [CH3:1][O:2][C:3]([C:5]1[N:6]=[CH:7][NH:8][CH:9]=1)=[O:4].[H-].[Na+].F[C:13]1[CH:18]=[CH:17][CH:16]=[C:15]([N+:19]([O-:21])=[O:20])[CH:14]=1. The catalyst is CO. The product is [CH3:1][O:2][C:3]([C:5]1[N:6]=[CH:7][N:8]([C:13]2[CH:18]=[CH:17][CH:16]=[C:15]([N+:19]([O-:21])=[O:20])[CH:14]=2)[CH:9]=1)=[O:4]. The yield is 0.670. (3) The reactants are Br[C:2]1[C:7]([F:8])=[C:6]([Cl:9])[CH:5]=[CH:4][C:3]=1[C:10](=[O:12])[CH3:11].[C:13]([O:17][C:18]([CH3:21])([CH3:20])[CH3:19])(=[O:16])[CH:14]=[CH2:15]. The catalyst is CN(C=O)C.CC([O-])=O.CC([O-])=O.[Pd+2]. The product is [C:10]([C:3]1[C:2](/[CH:15]=[CH:14]/[C:13]([O:17][C:18]([CH3:21])([CH3:20])[CH3:19])=[O:16])=[C:7]([F:8])[C:6]([Cl:9])=[CH:5][CH:4]=1)(=[O:12])[CH3:11]. The yield is 0.510. (4) The reactants are [CH2:1]([S:3]([C:6]1[CH:7]=[C:8]([C:12]2[CH:20]=[C:19]([C:21](O)=[O:22])[CH:18]=[C:17]3[C:13]=2[C:14]2[CH:27]=[C:26]([CH3:28])[CH:25]=[N:24][C:15]=2[NH:16]3)[CH:9]=[CH:10][CH:11]=1)(=[O:5])=[O:4])[CH3:2].C1C=CC2N(O)N=NC=2C=1.C(Cl)CCl.[CH3:43][N:44]1[CH2:49][CH2:48][NH:47][CH2:46][CH2:45]1. The catalyst is C(Cl)Cl. The product is [CH2:1]([S:3]([C:6]1[CH:7]=[C:8]([C:12]2[CH:20]=[C:19]([C:21]([N:47]3[CH2:48][CH2:49][N:44]([CH3:43])[CH2:45][CH2:46]3)=[O:22])[CH:18]=[C:17]3[C:13]=2[C:14]2[CH:27]=[C:26]([CH3:28])[CH:25]=[N:24][C:15]=2[NH:16]3)[CH:9]=[CH:10][CH:11]=1)(=[O:4])=[O:5])[CH3:2]. The yield is 0.670.